From a dataset of Catalyst prediction with 721,799 reactions and 888 catalyst types from USPTO. Predict which catalyst facilitates the given reaction. (1) The catalyst class is: 832. Reactant: [Cl:1][C:2]1[CH:7]=[CH:6][C:5]([C:8]2([C:11]([OH:13])=O)[CH2:10][CH2:9]2)=[CH:4][CH:3]=1.C(Cl)(=O)C(Cl)=O.C(N(C(C)C)CC)(C)C.[NH2:29][C:30]1[S:40][C:33]2[CH2:34][N:35]([CH2:38][CH3:39])[CH2:36][CH2:37][C:32]=2[C:31]=1[C:41]([NH2:43])=[O:42]. Product: [Cl:1][C:2]1[CH:3]=[CH:4][C:5]([C:8]2([C:11]([NH:29][C:30]3[S:40][C:33]4[CH2:34][N:35]([CH2:38][CH3:39])[CH2:36][CH2:37][C:32]=4[C:31]=3[C:41]([NH2:43])=[O:42])=[O:13])[CH2:9][CH2:10]2)=[CH:6][CH:7]=1. (2) The catalyst class is: 502. Reactant: [NH2:1][C:2]1[CH:7]=[CH:6][CH:5]=[CH:4][C:3]=1/[CH:8]=[CH:9]/[C:10]([O:12][CH3:13])=[O:11].Br[C:15]1[N:19]([CH2:20][CH2:21][O:22][CH3:23])[C:18]2[CH:24]=[CH:25][CH:26]=[CH:27][C:17]=2[N:16]=1. Product: [CH3:23][O:22][CH2:21][CH2:20][N:19]1[C:18]2[CH:24]=[CH:25][CH:26]=[CH:27][C:17]=2[N:16]=[C:15]1[NH:1][C:2]1[CH:7]=[CH:6][CH:5]=[CH:4][C:3]=1/[CH:8]=[CH:9]/[C:10]([O:12][CH3:13])=[O:11].